This data is from NCI-60 drug combinations with 297,098 pairs across 59 cell lines. The task is: Regression. Given two drug SMILES strings and cell line genomic features, predict the synergy score measuring deviation from expected non-interaction effect. (1) Drug 1: C1CCN(CC1)CCOC2=CC=C(C=C2)C(=O)C3=C(SC4=C3C=CC(=C4)O)C5=CC=C(C=C5)O. Drug 2: C1=NC(=NC(=O)N1C2C(C(C(O2)CO)O)O)N. Cell line: NCI-H460. Synergy scores: CSS=3.97, Synergy_ZIP=-3.49, Synergy_Bliss=1.67, Synergy_Loewe=-12.5, Synergy_HSA=-1.42. (2) Drug 1: CCN(CC)CCNC(=O)C1=C(NC(=C1C)C=C2C3=C(C=CC(=C3)F)NC2=O)C. Drug 2: CN(C(=O)NC(C=O)C(C(C(CO)O)O)O)N=O. Cell line: UACC-257. Synergy scores: CSS=-4.15, Synergy_ZIP=3.01, Synergy_Bliss=1.42, Synergy_Loewe=-2.56, Synergy_HSA=-2.17. (3) Drug 1: C1CCN(CC1)CCOC2=CC=C(C=C2)C(=O)C3=C(SC4=C3C=CC(=C4)O)C5=CC=C(C=C5)O. Drug 2: CCC1=CC2CC(C3=C(CN(C2)C1)C4=CC=CC=C4N3)(C5=C(C=C6C(=C5)C78CCN9C7C(C=CC9)(C(C(C8N6C)(C(=O)OC)O)OC(=O)C)CC)OC)C(=O)OC.C(C(C(=O)O)O)(C(=O)O)O. Cell line: CCRF-CEM. Synergy scores: CSS=32.5, Synergy_ZIP=1.25, Synergy_Bliss=0.810, Synergy_Loewe=-35.4, Synergy_HSA=-3.41. (4) Drug 1: CC1C(C(CC(O1)OC2CC(CC3=C2C(=C4C(=C3O)C(=O)C5=C(C4=O)C(=CC=C5)OC)O)(C(=O)C)O)N)O.Cl. Drug 2: C(CN)CNCCSP(=O)(O)O. Cell line: NCI/ADR-RES. Synergy scores: CSS=-6.01, Synergy_ZIP=4.01, Synergy_Bliss=2.38, Synergy_Loewe=-0.445, Synergy_HSA=-1.82.